Predict the reaction yield, written as a fraction of the theoretical maximum amount of product (1.0 means a 100% yield; for example, 0.34 means a 34% yield). From a dataset of Reaction yield outcomes from USPTO patents with 853,638 reactions. (1) The reactants are [NH2:1][C:2]1[C:7]([N+:8]([O-:10])=[O:9])=[CH:6][CH:5]=[CH:4][C:3]=1[OH:11].[C:12]([O-])([O-])=O.[K+].[K+].CI.O. The catalyst is CN(C=O)C. The product is [CH3:12][O:11][C:3]1[CH:4]=[CH:5][CH:6]=[C:7]([N+:8]([O-:10])=[O:9])[C:2]=1[NH2:1]. The yield is 0.900. (2) The reactants are [C:1]([C:5]1[CH:10]=[C:9]([F:11])[CH:8]=[CH:7][C:6]=1[OH:12])([CH3:4])([CH3:3])[CH3:2].CCN(CC)CC.Cl[C:21]([O:23][CH3:24])=[O:22]. The catalyst is O1CCOCC1. The product is [C:21](=[O:22])([O:23][CH3:24])[O:12][C:6]1[CH:7]=[CH:8][C:9]([F:11])=[CH:10][C:5]=1[C:1]([CH3:4])([CH3:2])[CH3:3]. The yield is 0.590. (3) The reactants are ON1C2C=CC=CC=2N=N1.Cl.[CH3:12][N:13](C)[CH2:14][CH2:15][CH2:16]N=C=NCC.[CH2:23]([O:25][C:26]([C@@H:28]1[CH2:30][C@H:29]1[C:31]([OH:33])=O)=[O:27])[CH3:24].C(N(CC)CC)C.CNCCC. The catalyst is CN(C)C=O. The product is [CH2:23]([O:25][C:26]([C@@H:28]1[CH2:30][C@H:29]1[C:31](=[O:33])[N:13]([CH3:12])[CH2:14][CH2:15][CH3:16])=[O:27])[CH3:24]. The yield is 0.500. (4) The reactants are Cl[C:2](Cl)([O:4]C(=O)OC(Cl)(Cl)Cl)Cl.[NH2:13][CH2:14][CH:15]([OH:32])[CH2:16][N:17]1[C:29]2[CH:28]=[CH:27][C:26]([Br:30])=[CH:25][C:24]=2[C:23]2[C:18]1=[CH:19][CH:20]=[C:21]([Br:31])[CH:22]=2.CCN(CC)CC.C(Cl)Cl.CCOC(C)=O. The catalyst is C(Cl)Cl. The product is [Br:31][C:21]1[CH:20]=[CH:19][C:18]2[N:17]([CH2:16][CH:15]3[O:32][C:2](=[O:4])[NH:13][CH2:14]3)[C:29]3[C:24]([C:23]=2[CH:22]=1)=[CH:25][C:26]([Br:30])=[CH:27][CH:28]=3. The yield is 0.200. (5) The catalyst is Cl. The reactants are [F:1][C:2]1[CH:7]=[C:6]([O:8][CH3:9])[CH:5]=[CH:4][C:3]=1[C:10]1[CH:15]=[CH:14][N:13]=[C:12]([O:16]C)[CH:11]=1.[OH-].[Na+]. The product is [F:1][C:2]1[CH:7]=[C:6]([O:8][CH3:9])[CH:5]=[CH:4][C:3]=1[C:10]1[CH:15]=[CH:14][NH:13][C:12](=[O:16])[CH:11]=1. The yield is 0.870. (6) The product is [CH3:1][C:2]1[CH:3]=[CH:4][C:5]2[NH:26][C:27](=[O:32])[C@H:28]([CH3:31])[CH:29]=[CH:30][CH2:15][C@H:14]([NH:18][C:19](=[O:25])[O:20][C:21]([CH3:23])([CH3:24])[CH3:22])[C:10]3[CH:9]=[C:8]([CH:13]=[CH:12][CH:11]=3)[C:6]=2[N:7]=1. The yield is 1.00. The reactants are [CH3:1][C:2]1[N:7]=[C:6]([C:8]2[CH:9]=[C:10]([C@@H:14]([NH:18][C:19](=[O:25])[O:20][C:21]([CH3:24])([CH3:23])[CH3:22])[CH2:15]C=C)[CH:11]=[CH:12][CH:13]=2)[C:5]([NH:26][C:27](=[O:32])[C@H:28]([CH3:31])[CH:29]=[CH2:30])=[CH:4][CH:3]=1. The catalyst is ClCCCl.Cl[Ru](=C1N(C2C(C)=CC(C)=CC=2C)CCN1C1C(C)=CC(C)=CC=1C)(Cl)(=CC1C=CC=CC=1)[P](C1CCCCC1)(C1CCCCC1)C1CCCCC1. (7) The yield is 0.546. The reactants are [Cl:1][C:2]1[N:7]=[CH:6][C:5]([NH:8][CH3:9])=[C:4](I)[CH:3]=1.C([O-])([O-])=O.[Na+].[Na+].[CH:30]1[CH:35]=[CH:34][C:33](P([C:30]2[CH:35]=[CH:34][CH:33]=[CH:32][CH:31]=2)[C:30]2[CH:35]=[CH:34][CH:33]=[CH:32][CH:31]=2)=[CH:32][CH:31]=1.[CH3:36]COC(C)=O. The catalyst is C1(C)C=CC=CC=1.O.CC([O-])=O.CC([O-])=O.[Pd+2]. The product is [Cl:1][C:2]1[N:7]=[CH:6][C:5]([NH:8][CH3:9])=[C:4]([C:35]2[CH:34]=[CH:33][CH:32]=[CH:31][C:30]=2[CH3:36])[CH:3]=1.